Dataset: Reaction yield outcomes from USPTO patents with 853,638 reactions. Task: Predict the reaction yield, written as a fraction of the theoretical maximum amount of product (1.0 means a 100% yield; for example, 0.34 means a 34% yield). (1) The yield is 0.730. The product is [C:3]1([C:2]2[N:10]=[C:13]([OH:14])[CH:12]=[C:11]([OH:18])[N:9]=2)[CH:8]=[CH:7][CH:6]=[CH:5][CH:4]=1. The reactants are Cl.[C:2]([NH2:10])(=[NH:9])[C:3]1[CH:8]=[CH:7][CH:6]=[CH:5][CH:4]=1.[C:11](OCC)(=[O:18])[CH2:12][C:13](OCC)=[O:14].C1CCN2C(=NCCC2)CC1. The catalyst is CN(C=O)C. (2) The reactants are Br[C:2]1[CH:7]=[C:6]([O:8][CH3:9])[C:5](Br)=[CH:4][C:3]=1[O:11][CH3:12].[CH3:13][Si:14]([C:17]#[CH:18])([CH3:16])[CH3:15]. The catalyst is C(NC(C)C)(C)C.[Cu](I)I. The product is [CH3:13][Si:14]([C:17]#[C:18][C:2]1[CH:7]=[C:6]([O:8][CH3:9])[C:5]([C:18]#[C:17][Si:14]([CH3:16])([CH3:15])[CH3:13])=[CH:4][C:3]=1[O:11][CH3:12])([CH3:16])[CH3:15]. The yield is 0.730. (3) The reactants are Br[C:2]1[CH:7]=[CH:6][C:5]([O:8][CH3:9])=[CH:4][CH:3]=1.C(=O)=O.[Li]CCCC.Cl[SiH:19]([CH:23]([CH3:25])[CH3:24])[CH:20]([CH3:22])[CH3:21]. The catalyst is C1COCC1.CC(C)=O. The product is [CH:20]([SiH:19]([CH:23]([CH3:25])[CH3:24])[C:2]1[CH:7]=[CH:6][C:5]([O:8][CH3:9])=[CH:4][CH:3]=1)([CH3:22])[CH3:21]. The yield is 0.940. (4) The reactants are [Cl:1][C:2]1[CH:3]=[C:4]2[C:8](=[CH:9][CH:10]=1)[NH:7][C:6]([C:11]([OH:13])=O)=[CH:5]2.C(Cl)(=O)C(Cl)=O.[CH2:20]([O:22][C:23](=[O:37])[C:24]([C:27]1[CH:28]=[N:29][C:30]([NH2:36])=[C:31]([O:33][CH2:34][CH3:35])[CH:32]=1)([CH3:26])[CH3:25])[CH3:21]. The catalyst is C(Cl)Cl.CN(C=O)C.N1C=CC=CC=1. The product is [CH2:20]([O:22][C:23](=[O:37])[C:24]([C:27]1[CH:28]=[N:29][C:30]([NH:36][C:11]([C:6]2[NH:7][C:8]3[C:4]([CH:5]=2)=[CH:3][C:2]([Cl:1])=[CH:10][CH:9]=3)=[O:13])=[C:31]([O:33][CH2:34][CH3:35])[CH:32]=1)([CH3:26])[CH3:25])[CH3:21]. The yield is 0.0700. (5) The reactants are Br.[N:2]1([C:8]2[CH:9]=[CH:10][C:11]3[C:12]4[N:13]([CH2:19][CH2:20][N:21]=4)[C:14]([NH2:18])=[N:15][C:16]=3[CH:17]=2)[CH2:7][CH2:6][O:5][CH2:4][CH2:3]1.[C:22]([NH:25][C:26]1[CH:34]=[CH:33][C:29]([C:30](O)=[O:31])=[CH:28][N:27]=1)(=[O:24])[CH3:23].C(N(CC)C(C)C)(C)C.C([O-])(O)=O.[Na+]. The catalyst is CN(C)C=O. The product is [C:22]([NH:25][C:26]1[CH:34]=[CH:33][C:29]([C:30]([NH:18][C:14]2[N:13]3[CH2:19][CH2:20][N:21]=[C:12]3[C:11]3[CH:10]=[CH:9][C:8]([N:2]4[CH2:7][CH2:6][O:5][CH2:4][CH2:3]4)=[CH:17][C:16]=3[N:15]=2)=[O:31])=[CH:28][N:27]=1)(=[O:24])[CH3:23]. The yield is 0.316. (6) The reactants are C(O[C:6](=O)[N:7]([CH2:9][C:10]1[CH:15]=[C:14]([C:16]#[C:17][CH2:18][CH2:19][N:20]2[CH2:25][CH2:24][O:23][CH2:22][CH2:21]2)[CH:13]=[CH:12][C:11]=1[O:26][C:27]1[CH:32]=[CH:31][C:30]([Cl:33])=[C:29]([Cl:34])[CH:28]=1)C)(C)(C)C.C(O)(C(F)(F)F)=O. The catalyst is C(Cl)Cl. The product is [Cl:34][C:29]1[CH:28]=[C:27]([CH:32]=[CH:31][C:30]=1[Cl:33])[O:26][C:11]1[CH:12]=[CH:13][C:14]([C:16]#[C:17][CH2:18][CH2:19][N:20]2[CH2:25][CH2:24][O:23][CH2:22][CH2:21]2)=[CH:15][C:10]=1[CH2:9][NH:7][CH3:6]. The yield is 0.890.